Task: Predict the reaction yield, written as a fraction of the theoretical maximum amount of product (1.0 means a 100% yield; for example, 0.34 means a 34% yield).. Dataset: Reaction yield outcomes from USPTO patents with 853,638 reactions (1) The reactants are [CH2:1]([O:3][C:4]1[CH:9]=[CH:8][C:7]([C:10]2[O:14][N:13]=[C:12]([C:15]3[CH:20]=[CH:19][C:18]([O:21]C(C)C)=[C:17]([I:25])[CH:16]=3)[N:11]=2)=[CH:6][CH:5]=1)[CH3:2].ClC1C=C(C2ON=C(C3C=CC(OC(C)C)=C(I)C=3)N=2)C=CC=1OCCC. No catalyst specified. The product is [CH2:1]([O:3][C:4]1[CH:9]=[CH:8][C:7]([C:10]2[O:14][N:13]=[C:12]([C:15]3[CH:20]=[CH:19][C:18]([OH:21])=[C:17]([I:25])[CH:16]=3)[N:11]=2)=[CH:6][CH:5]=1)[CH3:2]. The yield is 0.870. (2) The reactants are [F:1][C:2]1[CH:7]=[CH:6][C:5]([C:8]2[CH:13]=[CH:12][NH:11][C:10](=[O:14])[CH:9]=2)=[C:4]([O:15][CH3:16])[CH:3]=1.Br[C:18]1[CH:19]=[CH:20][C:21]2[C:22]3[CH2:31][N:30]([C:32]([O:34][C:35]([CH3:38])([CH3:37])[CH3:36])=[O:33])[CH2:29][CH2:28][C:23]=3[N:24]([CH3:27])[C:25]=2[CH:26]=1. No catalyst specified. The product is [F:1][C:2]1[CH:7]=[CH:6][C:5]([C:8]2[CH:13]=[CH:12][N:11]([C:18]3[CH:19]=[CH:20][C:21]4[C:22]5[CH2:31][N:30]([C:32]([O:34][C:35]([CH3:38])([CH3:37])[CH3:36])=[O:33])[CH2:29][CH2:28][C:23]=5[N:24]([CH3:27])[C:25]=4[CH:26]=3)[C:10](=[O:14])[CH:9]=2)=[C:4]([O:15][CH3:16])[CH:3]=1. The yield is 0.460. (3) The reactants are [CH:1]([N:14]1[C:22]2[C:17](=[CH:18][C:19]([Cl:23])=[CH:20][CH:21]=2)[C:16]([CH2:24][CH2:25][S:26]([C:29]2[CH:38]=[CH:37][C:32]([C:33]([O:35]C)=[O:34])=[CH:31][CH:30]=2)(=[O:28])=[O:27])=[C:15]1[CH2:39][CH2:40][NH:41][S:42]([CH2:45][C:46]1[CH:51]=[CH:50][C:49]([Cl:52])=[C:48]([Cl:53])[CH:47]=1)(=[O:44])=[O:43])([C:8]1[CH:13]=[CH:12][CH:11]=[CH:10][CH:9]=1)[C:2]1[CH:7]=[CH:6][CH:5]=[CH:4][CH:3]=1.C1COCC1.[OH-].[Na+]. The catalyst is CO. The product is [CH:1]([N:14]1[C:22]2[C:17](=[CH:18][C:19]([Cl:23])=[CH:20][CH:21]=2)[C:16]([CH2:24][CH2:25][S:26]([C:29]2[CH:38]=[CH:37][C:32]([C:33]([OH:35])=[O:34])=[CH:31][CH:30]=2)(=[O:28])=[O:27])=[C:15]1[CH2:39][CH2:40][NH:41][S:42]([CH2:45][C:46]1[CH:51]=[CH:50][C:49]([Cl:52])=[C:48]([Cl:53])[CH:47]=1)(=[O:43])=[O:44])([C:2]1[CH:3]=[CH:4][CH:5]=[CH:6][CH:7]=1)[C:8]1[CH:13]=[CH:12][CH:11]=[CH:10][CH:9]=1. The yield is 0.930. (4) The reactants are [CH3:1][O:2][C:3]1[CH:4]=[C:5]([CH:19]=[C:20]([O:24][CH3:25])[C:21]=1[O:22]C)[O:6][C:7]1[CH:8]=[C:9]2[C:13](=[CH:14][CH:15]=1)[NH:12][C:11]([NH2:16])=[C:10]2[C:17]#[N:18].C[Si](I)(C)C.[O-]S([O-])(=S)=O.[Na+].[Na+]. The catalyst is C(Cl)Cl. The product is [CH3:25][O:24][C:20]1[CH:19]=[C:5]([CH:4]=[C:3]([O:2][CH3:1])[C:21]=1[OH:22])[O:6][C:7]1[CH:8]=[C:9]2[C:13](=[CH:14][CH:15]=1)[NH:12][C:11]([NH2:16])=[C:10]2[C:17]#[N:18]. The yield is 1.00. (5) The reactants are [CH2:1]([O:3][C:4](=[O:13])[CH2:5][C@H:6]1[CH2:11][CH2:10][C@H:9]([NH2:12])[CH2:8][CH2:7]1)[CH3:2].[C:14]([O:18][C:19](O[C:19]([O:18][C:14]([CH3:17])([CH3:16])[CH3:15])=[O:20])=[O:20])([CH3:17])([CH3:16])[CH3:15].C(N(CC)CC)C.O. The catalyst is ClCCl.CN(C)C1C=CN=CC=1. The product is [CH2:1]([O:3][C:4](=[O:13])[CH2:5][C@H:6]1[CH2:7][CH2:8][C@H:9]([NH:12][C:19]([O:18][C:14]([CH3:17])([CH3:16])[CH3:15])=[O:20])[CH2:10][CH2:11]1)[CH3:2]. The yield is 0.600.